From a dataset of NCI-60 drug combinations with 297,098 pairs across 59 cell lines. Regression. Given two drug SMILES strings and cell line genomic features, predict the synergy score measuring deviation from expected non-interaction effect. (1) Drug 1: CN(C(=O)NC(C=O)C(C(C(CO)O)O)O)N=O. Drug 2: CC1CCCC2(C(O2)CC(NC(=O)CC(C(C(=O)C(C1O)C)(C)C)O)C(=CC3=CSC(=N3)C)C)C. Cell line: SK-OV-3. Synergy scores: CSS=42.7, Synergy_ZIP=0.510, Synergy_Bliss=0.355, Synergy_Loewe=-9.02, Synergy_HSA=1.69. (2) Drug 1: CCCCCOC(=O)NC1=NC(=O)N(C=C1F)C2C(C(C(O2)C)O)O. Drug 2: C1C(C(OC1N2C=NC(=NC2=O)N)CO)O. Cell line: NCI-H522. Synergy scores: CSS=8.92, Synergy_ZIP=-5.76, Synergy_Bliss=-4.37, Synergy_Loewe=-18.4, Synergy_HSA=-3.95. (3) Drug 1: COCCOC1=C(C=C2C(=C1)C(=NC=N2)NC3=CC=CC(=C3)C#C)OCCOC.Cl. Drug 2: N.N.Cl[Pt+2]Cl. Cell line: OVCAR-5. Synergy scores: CSS=41.7, Synergy_ZIP=4.90, Synergy_Bliss=6.22, Synergy_Loewe=9.91, Synergy_HSA=11.1.